Dataset: Full USPTO retrosynthesis dataset with 1.9M reactions from patents (1976-2016). Task: Predict the reactants needed to synthesize the given product. (1) Given the product [CH3:1][N:2]1[CH:6]=[C:5]([C:7]2[N:12]=[C:11]([C:13]3[CH:14]=[N:15][N:16]([C:22]4([CH2:30][C:31]#[N:32])[CH2:23][C:24]5([CH2:29][CH2:28][CH2:27][CH2:26][CH2:25]5)[CH2:21]4)[CH:17]=3)[N:10]3[CH:18]=[CH:19][N:20]=[C:9]3[CH:8]=2)[CH:4]=[N:3]1, predict the reactants needed to synthesize it. The reactants are: [CH3:1][N:2]1[CH:6]=[C:5]([C:7]2[N:12]=[C:11]([C:13]3[CH:14]=[N:15][NH:16][CH:17]=3)[N:10]3[CH:18]=[CH:19][N:20]=[C:9]3[CH:8]=2)[CH:4]=[N:3]1.[CH2:21]1[C:24]2([CH2:29][CH2:28][CH2:27][CH2:26][CH2:25]2)[CH2:23][C:22]1=[CH:30][C:31]#[N:32]. (2) Given the product [CH2:24]([O:23][C:12]1[N:13]=[C:14]([NH:16][CH2:17][C:18]2[O:19][CH:20]=[CH:21][CH:22]=2)[N:15]=[C:10]([NH:9][CH:5]2[CH2:4][CH2:3][N:2]([CH2:26][C:30]3[CH:31]=[CH:32][CH:33]=[CH:34][N:29]=3)[CH2:7][CH2:6]2)[N:11]=1)[CH3:25], predict the reactants needed to synthesize it. The reactants are: C[N:2]([CH3:26])[C:3]1[CH:4]=[C:5]([NH:9][C:10]2[N:15]=[C:14]([NH:16][CH2:17][C:18]3[O:19][CH:20]=[CH:21][CH:22]=3)[N:13]=[C:12]([O:23][CH2:24][CH3:25])[N:11]=2)[CH:6]=[CH:7]C=1.Cl.Cl.[N:29]1[CH:34]=[CH:33][CH:32]=[CH:31][C:30]=1CN1CCC(N)CC1.CCN(C(C)C)C(C)C.C(#N)C.